Dataset: Forward reaction prediction with 1.9M reactions from USPTO patents (1976-2016). Task: Predict the product of the given reaction. The product is: [N+:20]([C:23]1[CH:28]=[CH:27][C:26]([C:29]2[CH2:34][CH2:33][NH:32][CH2:31][CH:30]=2)=[CH:25][CH:24]=1)([O-:22])=[O:21]. Given the reactants CC(C)C(NC1C=CC=C(C2CCNCC2)C=1)=O.Cl.[N+:20]([C:23]1[CH:28]=[CH:27][C:26]([C:29]2[CH2:30][CH2:31][N:32](C(OC(C)(C)C)=O)[CH2:33][CH:34]=2)=[CH:25][CH:24]=1)([O-:22])=[O:21], predict the reaction product.